This data is from Catalyst prediction with 721,799 reactions and 888 catalyst types from USPTO. The task is: Predict which catalyst facilitates the given reaction. (1) Reactant: [CH:1](O)=O.[NH2:4][C:5]1[CH:6]=[C:7]([NH:13][C:14]([C:16]2[CH:21]=[CH:20][C:19]([C:22]3[CH:27]=[CH:26][CH:25]=[CH:24][CH:23]=3)=[CH:18][CH:17]=2)=[O:15])[CH:8]=[CH:9][C:10]=1[O:11][CH3:12]. Product: [CH3:12][O:11][C:10]1[CH:9]=[CH:8][C:7]([NH:13][C:14]([C:16]2[CH:21]=[CH:20][C:19]([C:22]3[CH:27]=[CH:26][CH:25]=[CH:24][CH:23]=3)=[CH:18][CH:17]=2)=[O:15])=[CH:6][C:5]=1[NH:4][CH3:1]. The catalyst class is: 1. (2) Reactant: [NH2:1][C:2]1[C:10]([C:11]([F:14])([F:13])[F:12])=[CH:9][CH:8]=[CH:7][C:3]=1[C:4]([OH:6])=[O:5].Cl.N([O-])=O.[Na+].CC([O-])=O.[Na+].[N-:25]=[N+:26]=[N-].[Na+]. Product: [N:1]([C:2]1[C:10]([C:11]([F:12])([F:13])[F:14])=[CH:9][CH:8]=[CH:7][C:3]=1[C:4]([OH:6])=[O:5])=[N+:25]=[N-:26]. The catalyst class is: 6.